Task: Regression. Given a peptide amino acid sequence and an MHC pseudo amino acid sequence, predict their binding affinity value. This is MHC class I binding data.. Dataset: Peptide-MHC class I binding affinity with 185,985 pairs from IEDB/IMGT The peptide sequence is IPFNVVSAM. The MHC is HLA-B07:02 with pseudo-sequence HLA-B07:02. The binding affinity (normalized) is 0.769.